The task is: Predict the product of the given reaction.. This data is from Forward reaction prediction with 1.9M reactions from USPTO patents (1976-2016). Given the reactants Cl.C([O:5][C:6]1[CH:11]=[CH:10][C:9]([C:12](=[O:22])[NH:13][C:14]2[S:15][C:16]([S:19]([CH3:21])=[O:20])=[CH:17][N:18]=2)=[CH:8][CH:7]=1)(=O)C, predict the reaction product. The product is: [OH:5][C:6]1[CH:11]=[CH:10][C:9]([C:12]([NH:13][C:14]2[S:15][C:16]([S:19]([CH3:21])=[O:20])=[CH:17][N:18]=2)=[O:22])=[CH:8][CH:7]=1.